From a dataset of Forward reaction prediction with 1.9M reactions from USPTO patents (1976-2016). Predict the product of the given reaction. The product is: [Cl:1][C:2]1[CH:3]=[CH:4][C:5]([N:21]2[CH:25]=[N:24][N:23]=[N:22]2)=[C:6]([C:8]2[CH:16]=[C:15]3[N:11]([C@H:12]([C:17]([NH:42][CH:43]([C:50](=[O:57])[C:51]4[CH:52]=[CH:53][CH:54]=[CH:55][CH:56]=4)[C:44]([O:46][CH2:47][CH:48]=[CH2:49])=[O:45])=[O:18])[CH2:13][CH2:14]3)[C:10](=[O:20])[CH:9]=2)[CH:7]=1. Given the reactants [Cl:1][C:2]1[CH:3]=[CH:4][C:5]([N:21]2[CH:25]=[N:24][N:23]=[N:22]2)=[C:6]([C:8]2[CH:16]=[C:15]3[N:11]([C@H:12]([C:17](O)=[O:18])[CH2:13][CH2:14]3)[C:10](=[O:20])[CH:9]=2)[CH:7]=1.CN1CCOCC1.ClC(OCC(C)C)=O.Cl.[NH2:42][CH:43]([C:50](=[O:57])[C:51]1[CH:56]=[CH:55][CH:54]=[CH:53][CH:52]=1)[C:44]([O:46][CH2:47][CH:48]=[CH2:49])=[O:45].C(=O)([O-])O.[Na+], predict the reaction product.